Dataset: Catalyst prediction with 721,799 reactions and 888 catalyst types from USPTO. Task: Predict which catalyst facilitates the given reaction. (1) Reactant: [H-].[Na+].[CH3:3][O:4][C:5]([CH3:10])([CH3:9])[CH2:6][CH2:7][OH:8].Br[CH2:12][C:13]([O-:15])=[O:14].[Na+].C(OCC)C. Product: [CH3:3][O:4][C:5]([CH3:10])([CH3:9])[CH2:6][CH2:7][O:8][CH2:12][C:13]([OH:15])=[O:14]. The catalyst class is: 1. (2) Reactant: [CH3:1][O:2][C:3]1[CH:4]=[C:5]([CH:25]=[CH:26][CH:27]=1)[CH2:6][NH:7][C:8]([C:10]1[S:24][C:13]2[N:14]([CH3:23])[C:15](=[O:22])[N:16]([CH2:19][CH2:20][NH2:21])[C:17](=[O:18])[C:12]=2[CH:11]=1)=[O:9].C(N([CH:34]([CH3:36])C)CC)(C)C.F[P-](F)(F)(F)(F)F.N1([O:53][C:54](N(C)C)=[N+](C)C)C2C=CC=CC=2N=N1.O[N:62]1[C:66]2[N:67]=[CH:68][CH:69]=[CH:70][C:65]=2N=N1. Product: [CH3:1][O:2][C:3]1[CH:4]=[C:5]([CH:25]=[CH:26][CH:27]=1)[CH2:6][NH:7][C:8]([C:10]1[S:24][C:13]2[N:14]([CH3:23])[C:15](=[O:22])[N:16]([CH2:19][CH2:20][NH:21][C:54]([C:65]3[CH:70]=[CH:69][C:68]4[NH:67][CH:66]=[N:62][C:36]=4[CH:34]=3)=[O:53])[C:17](=[O:18])[C:12]=2[CH:11]=1)=[O:9]. The catalyst class is: 9. (3) Reactant: [CH3:1][O:2][CH2:3][CH2:4][O:5][P:6]([CH2:13][C:14]1[CH:19]=[CH:18][C:17]([N+:20]([O-])=O)=[CH:16][CH:15]=1)(=[O:12])[O:7][CH2:8][CH2:9][O:10][CH3:11].[H][H]. Product: [NH2:20][C:17]1[CH:16]=[CH:15][C:14]([CH2:13][P:6](=[O:12])([O:5][CH2:4][CH2:3][O:2][CH3:1])[O:7][CH2:8][CH2:9][O:10][CH3:11])=[CH:19][CH:18]=1. The catalyst class is: 50. (4) Reactant: C1(P([N:15]=[N+:16]=[N-:17])(C2C=CC=CC=2)=O)C=CC=CC=1.N12CCCN=C1CCCCC2.[Cl:29][C:30]1[CH:39]=[C:38]2[C:33]([CH:34]=[CH:35][CH:36]=[C:37]2[CH2:40]O)=[CH:32][CH:31]=1. Product: [N:15]([CH2:40][C:37]1[C:38]2[C:33](=[CH:32][CH:31]=[C:30]([Cl:29])[CH:39]=2)[CH:34]=[CH:35][CH:36]=1)=[N+:16]=[N-:17]. The catalyst class is: 11. (5) Reactant: [S:1]1[C:5]2[CH2:6][CH2:7][CH2:8][C:4]=2[N:3]=[C:2]1[C:9]1[C:13]([C:14]([O:16][CH2:17][CH3:18])=[O:15])=[CH:12][NH:11][N:10]=1.[H-].[Na+].Cl[CH2:22][O:23][CH2:24][CH2:25][Si:26]([CH3:29])([CH3:28])[CH3:27]. Product: [S:1]1[C:5]2[CH2:6][CH2:7][CH2:8][C:4]=2[N:3]=[C:2]1[C:9]1[C:13]([C:14]([O:16][CH2:17][CH3:18])=[O:15])=[CH:12][N:11]([CH2:22][O:23][CH2:24][CH2:25][Si:26]([CH3:29])([CH3:28])[CH3:27])[N:10]=1. The catalyst class is: 1.